From a dataset of Catalyst prediction with 721,799 reactions and 888 catalyst types from USPTO. Predict which catalyst facilitates the given reaction. Reactant: O[CH2:2][C:3]1[C:8](=[O:9])[CH:7]=[CH:6][N:5]([C:10]2[CH:11]=[N:12][N:13]([CH2:15][O:16][CH2:17][CH2:18][Si:19]([CH3:22])([CH3:21])[CH3:20])[CH:14]=2)[N:4]=1.C([O-])([O-])=O.[K+].[K+].O=S(Cl)[Cl:31].C([O-])(O)=O.[Na+]. Product: [Cl:31][CH2:2][C:3]1[C:8](=[O:9])[CH:7]=[CH:6][N:5]([C:10]2[CH:11]=[N:12][N:13]([CH2:15][O:16][CH2:17][CH2:18][Si:19]([CH3:22])([CH3:21])[CH3:20])[CH:14]=2)[N:4]=1. The catalyst class is: 23.